Dataset: Reaction yield outcomes from USPTO patents with 853,638 reactions. Task: Predict the reaction yield, written as a fraction of the theoretical maximum amount of product (1.0 means a 100% yield; for example, 0.34 means a 34% yield). (1) The reactants are [Cl:1][C:2]1[N:7]=[C:6]([N:8]2[CH2:12][C@@H:11]([CH3:13])[CH2:10][C:9]2([CH3:15])[CH3:14])[C:5]([C:16]([OH:18])=O)=[CH:4][CH:3]=1.O=C=[N:21][S:22](Cl)(=[O:24])=[O:23].[NH:26]1[CH2:30][CH2:29][C@H:28]([NH:31][C:32](=[O:38])[O:33][C:34]([CH3:37])([CH3:36])[CH3:35])[CH2:27]1.CCOC(C)=O.CCCCCC. The catalyst is ClCCl. The product is [Cl:1][C:2]1[N:7]=[C:6]([N:8]2[CH2:12][C@@H:11]([CH3:13])[CH2:10][C:9]2([CH3:14])[CH3:15])[C:5]([C:16]([NH:21][S:22]([N:26]2[CH2:30][CH2:29][C@H:28]([NH:31][C:32](=[O:38])[O:33][C:34]([CH3:35])([CH3:37])[CH3:36])[CH2:27]2)(=[O:24])=[O:23])=[O:18])=[CH:4][CH:3]=1. The yield is 0.312. (2) The reactants are C([O:4][C:5](=[O:38])[C@@H:6]([NH:25][C:26](=[O:37])[C:27]1[C:32]([F:33])=[CH:31][C:30]([CH2:34][NH2:35])=[CH:29][C:28]=1[F:36])[CH2:7][C:8]1[CH:13]=[CH:12][C:11]([C:14]2[C:15](=[O:24])[N:16]([CH3:23])[C:17](=[O:22])[N:18]([CH3:21])[C:19]=2[CH3:20])=[CH:10][CH:9]=1)CC.[OH-].[Li+].C(O)(C(F)(F)F)=O. The catalyst is C1COCC1.O. The product is [NH2:35][CH2:34][C:30]1[CH:29]=[C:28]([F:36])[C:27]([C:26]([NH:25][C@@H:6]([CH2:7][C:8]2[CH:9]=[CH:10][C:11]([C:14]3[C:15](=[O:24])[N:16]([CH3:23])[C:17](=[O:22])[N:18]([CH3:21])[C:19]=3[CH3:20])=[CH:12][CH:13]=2)[C:5]([OH:38])=[O:4])=[O:37])=[C:32]([F:33])[CH:31]=1. The yield is 0.780. (3) The reactants are [C:1]([C:3](=[CH:9]OCC)[C:4]([O:6][CH2:7][CH3:8])=[O:5])#[N:2].Cl.[CH:14]([NH:17][NH2:18])([CH3:16])[CH3:15].C(=O)([O-])[O-].[K+].[K+]. The catalyst is C(O)C.CO. The product is [NH2:2][C:1]1[N:17]([CH:14]([CH3:16])[CH3:15])[N:18]=[CH:9][C:3]=1[C:4]([O:6][CH2:7][CH3:8])=[O:5]. The yield is 0.940. (4) The reactants are [OH-].[K+].[Cl:3][C:4]1[CH:14]=[CH:13][C:7]([O:8][CH2:9][C:10]([NH2:12])=[O:11])=[C:6]([C:15]#[N:16])[CH:5]=1. The catalyst is C(O)(C)C. The product is [NH2:16][C:15]1[C:6]2[CH:5]=[C:4]([Cl:3])[CH:14]=[CH:13][C:7]=2[O:8][C:9]=1[C:10]([NH2:12])=[O:11]. The yield is 0.900. (5) The reactants are [NH2:1][C:2]1[CH:12]=[C:5]2[CH2:6][N:7]([CH3:11])[C:8](=[O:10])[CH2:9][N:4]2[N:3]=1.Br[C:14]1[C:15](=[O:22])[N:16]([CH3:21])[CH:17]=[C:18]([Br:20])[CH:19]=1.C(=O)([O-])[O-].[Cs+].[Cs+].CC1(C)C2C(=C(P(C3C=CC=CC=3)C3C=CC=CC=3)C=CC=2)OC2C(P(C3C=CC=CC=3)C3C=CC=CC=3)=CC=CC1=2. The catalyst is C1C=CC(/C=C/C(/C=C/C2C=CC=CC=2)=O)=CC=1.C1C=CC(/C=C/C(/C=C/C2C=CC=CC=2)=O)=CC=1.C1C=CC(/C=C/C(/C=C/C2C=CC=CC=2)=O)=CC=1.[Pd].[Pd].O1CCOCC1. The product is [Br:20][C:18]1[CH:19]=[C:14]([NH:1][C:2]2[CH:12]=[C:5]3[CH2:6][N:7]([CH3:11])[C:8](=[O:10])[CH2:9][N:4]3[N:3]=2)[C:15](=[O:22])[N:16]([CH3:21])[CH:17]=1. The yield is 0.610. (6) The reactants are C=C[C@@H]1[C@@H]2C[C@H]([C@@H:11]([OH:22])[C:12]3C=CN=C4C=CC=CC=34)N(CC2)C1.N1C=CC=CC=1.[CH3:29][NH:30][C:31]([C:33]1[CH:42]=[CH:41][C:40]2[C:35](=[CH:36][CH:37]=[C:38]([C:43]([C:45]3[N:46]=[CH:47][N:48]([C:50]([C:63]4[CH:68]=[CH:67][CH:66]=[CH:65][CH:64]=4)([C:57]4[CH:62]=[CH:61][CH:60]=[CH:59][CH:58]=4)[C:51]4[CH:56]=[CH:55][CH:54]=[CH:53][CH:52]=4)[CH:49]=3)=[O:44])[CH:39]=2)[CH:34]=1)=[O:32].Cl.C[O:71][CH:72]1CCC[CH2:73]1. The catalyst is C(OCC)(=O)C.C1COCC1. The product is [OH:44][C@@:43]([C:38]1[CH:37]=[CH:36][C:35]2[C:40](=[CH:41][CH:42]=[C:33]([C:31]([NH:30][CH3:29])=[O:32])[CH:34]=2)[CH:39]=1)([C:45]1[N:46]=[CH:47][N:48]([C:50]([C:51]2[CH:56]=[CH:55][CH:54]=[CH:53][CH:52]=2)([C:57]2[CH:58]=[CH:59][CH:60]=[CH:61][CH:62]=2)[C:63]2[CH:68]=[CH:67][CH:66]=[CH:65][CH:64]=2)[CH:49]=1)[CH2:73][C:72]([O:22][CH2:11][CH3:12])=[O:71]. The yield is 0.930. (7) The reactants are [Cl-].O[NH3+:3].[C:4](=[O:7])([O-])[OH:5].[Na+].CS(C)=O.[Si]([O:20][CH2:21][C:22]([CH3:58])([CH3:57])[O:23][C:24]1[CH:29]=[CH:28][C:27]([C:30]2[C:35](=[O:36])[N:34]([CH2:37][C:38]3[CH:43]=[CH:42][C:41]([C:44]4[C:45]([C:50]#[N:51])=[CH:46][CH:47]=[CH:48][CH:49]=4)=[CH:40][CH:39]=3)[C:33]([CH2:52][CH2:53][CH3:54])=[N:32][C:31]=2[CH2:55][CH3:56])=[CH:26][CH:25]=1)(C(C)(C)C)(C)C. The catalyst is C(OCC)(=O)C. The product is [CH2:55]([C:31]1[N:32]=[C:33]([CH2:52][CH2:53][CH3:54])[N:34]([CH2:37][C:38]2[CH:39]=[CH:40][C:41]([C:44]3[CH:49]=[CH:48][CH:47]=[CH:46][C:45]=3[C:50]3[NH:3][C:4](=[O:7])[O:5][N:51]=3)=[CH:42][CH:43]=2)[C:35](=[O:36])[C:30]=1[C:27]1[CH:28]=[CH:29][C:24]([O:23][C:22]([CH3:58])([CH3:57])[CH2:21][OH:20])=[CH:25][CH:26]=1)[CH3:56]. The yield is 0.750. (8) The reactants are [Cl:1][C:2]1[CH:3]=[C:4]([CH:7]=[CH:8][C:9]=1[CH2:10][N:11]1[C:19](=[O:20])[C:18]2[C:13](=[CH:14][CH:15]=[CH:16][CH:17]=2)[C:12]1=[O:21])[CH:5]=O.[C:22]([O-])([O-])=O.[K+].[K+]. The catalyst is O1CCOCC1.[Br-].C[P+](C1C=CC=CC=1)(C1C=CC=CC=1)C1C=CC=CC=1. The product is [Cl:1][C:2]1[CH:3]=[C:4]([CH:5]=[CH2:22])[CH:7]=[CH:8][C:9]=1[CH2:10][N:11]1[C:19](=[O:20])[C:18]2[C:13](=[CH:14][CH:15]=[CH:16][CH:17]=2)[C:12]1=[O:21]. The yield is 0.700. (9) The reactants are C([O:3][C:4](=[O:47])[CH2:5][CH2:6][CH2:7][NH:8][C@H:9]([C:41]1[CH:46]=[CH:45][CH:44]=[CH:43][CH:42]=1)[CH2:10][N:11]1[C:16](=[O:17])[C:15]([C:18]2[CH:23]=[CH:22][CH:21]=[C:20]([O:24][CH3:25])[C:19]=2[F:26])=[C:14]([CH3:27])[N:13]([CH2:28][C:29]2[C:34]([C:35]([F:38])([F:37])[F:36])=[CH:33][CH:32]=[CH:31][C:30]=2[F:39])[C:12]1=[O:40])C.[OH-].[Na+:49].O. The catalyst is O. The product is [Na+:49].[F:26][C:19]1[C:20]([O:24][CH3:25])=[CH:21][CH:22]=[CH:23][C:18]=1[C:15]1[C:16](=[O:17])[N:11]([CH2:10][C@H:9]([NH:8][CH2:7][CH2:6][CH2:5][C:4]([O-:47])=[O:3])[C:41]2[CH:42]=[CH:43][CH:44]=[CH:45][CH:46]=2)[C:12](=[O:40])[N:13]([CH2:28][C:29]2[C:34]([C:35]([F:38])([F:36])[F:37])=[CH:33][CH:32]=[CH:31][C:30]=2[F:39])[C:14]=1[CH3:27]. The yield is 0.640. (10) The reactants are [C:8]1([Se][C:8]2[CH:13]=[CH:12][CH:11]=[CH:10][CH:9]=2)[CH:13]=[CH:12][CH:11]=[CH:10][CH:9]=1.[C:14](=[O:17])(O)[O-:15].[Na+].O.OO.S([O-])([O-])(=O)=S.[Na+].[Na+].[CH2:29]1[CH2:33]OC[CH2:30]1. No catalyst specified. The yield is 0.470. The product is [CH2:10]([C@@H:11]1[O:15][C:14](=[O:17])[CH:8]=[CH:13][CH2:12]1)[CH2:9][CH2:30][CH2:29][CH3:33].